Dataset: Catalyst prediction with 721,799 reactions and 888 catalyst types from USPTO. Task: Predict which catalyst facilitates the given reaction. (1) Reactant: [Si:1]([O:8][CH2:9][C@@H:10]([N:15]1[CH:24]=[CH:23][C:22]2[C:17](=[CH:18][CH:19]=[CH:20][C:21]=2[N+:25]([O-])=O)[C:16]1=[O:28])[C:11]([O:13][CH3:14])=[O:12])([C:4]([CH3:7])([CH3:6])[CH3:5])([CH3:3])[CH3:2].CO. Product: [NH2:25][C:21]1[CH:20]=[CH:19][CH:18]=[C:17]2[C:22]=1[CH:23]=[CH:24][N:15]([C@H:10]([CH2:9][O:8][Si:1]([C:4]([CH3:7])([CH3:6])[CH3:5])([CH3:3])[CH3:2])[C:11]([O:13][CH3:14])=[O:12])[C:16]2=[O:28]. The catalyst class is: 45. (2) Reactant: [CH:1]1[C:13]2[CH:12]([CH2:14][O:15][C:16]([N:18]3[CH2:23][CH2:22][C:21](=O)[CH2:20][CH2:19]3)=[O:17])[C:11]3[C:6](=[CH:7][CH:8]=[CH:9][CH:10]=3)[C:5]=2[CH:4]=[CH:3][CH:2]=1.[C:25]([O:29][C:30]([CH3:33])([CH3:32])[CH3:31])(=[O:28])[NH:26][NH2:27]. Product: [C:30]([O:29][C:25]([NH:26][N:27]=[C:21]1[CH2:20][CH2:19][N:18]([C:16]([O:15][CH2:14][CH:12]2[C:11]3[CH:10]=[CH:9][CH:8]=[CH:7][C:6]=3[C:5]3[C:13]2=[CH:1][CH:2]=[CH:3][CH:4]=3)=[O:17])[CH2:23][CH2:22]1)=[O:28])([CH3:33])([CH3:32])[CH3:31]. The catalyst class is: 8. (3) Reactant: [Cl:1][C:2]1[C:3]([C:8]([F:11])([F:10])[F:9])=[N:4][NH:5][C:6]=1[CH3:7].CO.[C:14]([O:18]CC)(=[O:17])[C:15]#[CH:16]. Product: [Cl:1][C:2]1[C:3]([C:8]([F:9])([F:11])[F:10])=[N:4][N:5](/[CH:16]=[CH:15]/[C:14]([OH:18])=[O:17])[C:6]=1[CH3:7]. The catalyst class is: 15. (4) Reactant: [C:1]([C:4]1[C:22](=[O:23])[C@@:8]2([CH3:24])[C:9]3[C:15]([OH:16])=[CH:14][C:13]([O:17][CH3:18])=[C:12]([C:19]([NH2:21])=[O:20])[C:10]=3[O:11][C:7]2=[CH:6][C:5]=1[OH:25])(=[O:3])[CH3:2].[F:26][C:27]1[CH:34]=[CH:33][C:32]([N+:35]([O-:37])=[O:36])=[CH:31][C:28]=1[CH:29]=O.C([SiH](CC)CC)C.FC(F)(F)C(O)=O. Product: [C:1]([C:4]1[C:22](=[O:23])[C@@:8]2([CH3:24])[C:9]3[C:15]([OH:16])=[CH:14][C:13]([O:17][CH3:18])=[C:12]([C:19]([NH:21][CH2:29][C:28]4[CH:31]=[C:32]([N+:35]([O-:37])=[O:36])[CH:33]=[CH:34][C:27]=4[F:26])=[O:20])[C:10]=3[O:11][C:7]2=[CH:6][C:5]=1[OH:25])(=[O:3])[CH3:2]. The catalyst class is: 11.